Dataset: Full USPTO retrosynthesis dataset with 1.9M reactions from patents (1976-2016). Task: Predict the reactants needed to synthesize the given product. (1) The reactants are: [C:1]([C:4]1[CH:5]=[C:6]2[C:10](=[CH:11][CH:12]=1)[CH2:9][CH:8]([O:13]C(=O)C)[CH2:7]2)(=[O:3])[CH3:2].[OH-].[Na+]. Given the product [OH:13][CH:8]1[CH2:7][C:6]2[C:10](=[CH:11][CH:12]=[C:4]([C:1](=[O:3])[CH3:2])[CH:5]=2)[CH2:9]1, predict the reactants needed to synthesize it. (2) The reactants are: [N:1](=[C:3]1[CH2:8][CH2:7][C@H:6]2[C@H:9]3[C@H:19]([CH2:20][CH2:21][C@:4]12[CH3:5])[C@:17]1([CH3:18])[C:12]([CH2:13][C@@H:14]([OH:22])[CH2:15][CH2:16]1)=[CH:11][CH2:10]3)[OH:2].C1(N=C=NC2CCCCC2)CCCCC1.[C:38](O)(=[O:45])[C:39]1[CH:44]=[CH:43][CH:42]=[CH:41][CH:40]=1. Given the product [C:38]([O:22][C@H:14]1[CH2:15][CH2:16][C@@:17]2([CH3:18])[C:12](=[CH:11][CH2:10][C@@H:9]3[C@@H:19]2[CH2:20][CH2:21][C@@:4]2([CH3:5])[C@H:6]3[CH2:7][CH2:8][C:3]2=[N:1][OH:2])[CH2:13]1)(=[O:45])[C:39]1[CH:44]=[CH:43][CH:42]=[CH:41][CH:40]=1, predict the reactants needed to synthesize it. (3) Given the product [Cl:1][C:2]1[C:10]([Cl:11])=[C:9]2[C:5]([CH2:6][C:7]([CH:14]3[CH2:18][CH2:17][CH2:16][CH2:15]3)([CH3:13])[C:8]2=[O:12])=[CH:4][C:3]=1[C:28]#[C:27][C:29]1[CH:36]=[CH:35][C:32]([C:33]#[N:34])=[CH:31][CH:30]=1, predict the reactants needed to synthesize it. The reactants are: [Cl:1][C:2]1[C:10]([Cl:11])=[C:9]2[C:5]([CH2:6][C:7]([CH:14]3[CH2:18][CH2:17][CH2:16][CH2:15]3)([CH3:13])[C:8]2=[O:12])=[CH:4][C:3]=1OS(C(F)(F)F)(=O)=O.[C:27]([C:29]1[CH:36]=[CH:35][C:32]([C:33]#[N:34])=[CH:31][CH:30]=1)#[CH:28]. (4) Given the product [Br:39][C:28]1[C:29]([NH:31][CH2:32][CH2:33][C:34]2[NH:35][CH:36]=[N:37][CH:38]=2)=[N:30][C:25]([NH:24][C:21]2[CH:20]=[CH:19][C:18]([NH:17][C:5]([NH:4][CH:1]3[CH2:3][CH2:2]3)=[S:6])=[CH:23][CH:22]=2)=[N:26][CH:27]=1, predict the reactants needed to synthesize it. The reactants are: [CH:1]1([NH2:4])[CH2:3][CH2:2]1.[C:5](C1NC=CN=1)(C1NC=CN=1)=[S:6].[NH2:17][C:18]1[CH:23]=[CH:22][C:21]([NH:24][C:25]2[N:30]=[C:29]([NH:31][CH2:32][CH2:33][C:34]3[NH:35][CH:36]=[N:37][CH:38]=3)[C:28]([Br:39])=[CH:27][N:26]=2)=[CH:20][CH:19]=1.CN(C=O)C.